This data is from Forward reaction prediction with 1.9M reactions from USPTO patents (1976-2016). The task is: Predict the product of the given reaction. (1) Given the reactants [CH3:1][C:2]1([CH3:20])[O:19][C:6]2=[N:7][CH:8]=[C:9]([CH2:11][NH:12][C:13]3[CH:18]=[CH:17][CH:16]=[CH:15][CH:14]=3)[CH:10]=[C:5]2[CH:4]=[CH:3]1.[CH3:21][O:22][C:23]1[CH:24]=[C:25]([S:31](Cl)(=[O:33])=[O:32])[CH:26]=[CH:27][C:28]=1[O:29][CH3:30].C(N(CC)CC)C, predict the reaction product. The product is: [CH3:1][C:2]1([CH3:20])[O:19][C:6]2=[N:7][CH:8]=[C:9]([CH2:11][N:12]([C:13]3[CH:18]=[CH:17][CH:16]=[CH:15][CH:14]=3)[S:31]([C:25]3[CH:26]=[CH:27][C:28]([O:29][CH3:30])=[C:23]([O:22][CH3:21])[CH:24]=3)(=[O:33])=[O:32])[CH:10]=[C:5]2[CH:4]=[CH:3]1. (2) Given the reactants [Br:1][C:2]1[S:3][C:4](Br)=[CH:5][CH:6]=1.[CH2:8]([O:10][C:11]([C:13]1[CH:14]=[C:15](B(O)O)[CH:16]=[CH:17][CH:18]=1)=[O:12])[CH3:9].C([O-])([O-])=O.[Na+].[Na+], predict the reaction product. The product is: [Br:1][C:2]1[S:3][C:4]([C:17]2[CH:18]=[C:13]([CH:14]=[CH:15][CH:16]=2)[C:11]([O:10][CH2:8][CH3:9])=[O:12])=[CH:5][CH:6]=1. (3) Given the reactants Cl[C:2]1[C:11]2[C:6](=[CH:7][C:8]([O:14][CH2:15][CH2:16][CH2:17][Cl:18])=[C:9]([O:12][CH3:13])[CH:10]=2)[N:5]=[CH:4][N:3]=1.[NH2:19][C:20]1[CH:25]=[CH:24][N:23]=[C:22]2[O:26][CH2:27][O:28][C:21]=12, predict the reaction product. The product is: [Cl:18][CH2:17][CH2:16][CH2:15][O:14][C:8]1[CH:7]=[C:6]2[C:11]([C:2]([NH:19][C:20]3[CH:25]=[CH:24][N:23]=[C:22]4[O:26][CH2:27][O:28][C:21]=34)=[N:3][CH:4]=[N:5]2)=[CH:10][C:9]=1[O:12][CH3:13]. (4) The product is: [C:1]([C:3]1[CH:4]=[C:5]([NH:10][C:11]2[N:19]=[CH:18][CH:17]=[CH:16][C:12]=2[C:13]([NH:21][C:22]([CH3:27])([CH2:25][CH3:26])[C:23]#[CH:24])=[O:15])[CH:6]=[C:7]([F:9])[CH:8]=1)#[N:2]. Given the reactants [C:1]([C:3]1[CH:4]=[C:5]([NH:10][C:11]2[N:19]=[CH:18][CH:17]=[CH:16][C:12]=2[C:13]([OH:15])=O)[CH:6]=[C:7]([F:9])[CH:8]=1)#[N:2].Cl.[NH2:21][C:22]([CH3:27])([CH2:25][CH3:26])[C:23]#[CH:24].C1C=CC2N(O)N=NC=2C=1.CCN=C=NCCCN(C)C.CCN(C(C)C)C(C)C, predict the reaction product. (5) Given the reactants [C:1]([CH:3]1[C:12]2[CH2:11][CH2:10][C:9]3=[N:13][N:14]([CH2:16][C:17]4[C:22]([CH3:23])=[C:21]([O:24][CH3:25])[C:20]([CH3:26])=[CH:19][N:18]=4)[N:15]=[C:7]([C:8]=23)[C:6]([N:27](C(OC(C)(C)C)=O)C(OC(C)(C)C)=O)=[N:5][S:4]1)#[N:2].Cl.C(N(CC)CC)C.[N-:50]=[N+:51]=[N-:52].[Na+], predict the reaction product. The product is: [CH3:25][O:24][C:21]1[C:20]([CH3:26])=[CH:19][N:18]=[C:17]([CH2:16][N:14]2[N:13]=[C:9]3[CH2:10][CH2:11][C:12]4[CH:3]([C:1]5[NH:2][N:52]=[N:51][N:50]=5)[S:4][N:5]=[C:6]([NH2:27])[C:7]([C:8]=43)=[N:15]2)[C:22]=1[CH3:23]. (6) The product is: [F:43][C:44]([F:49])([F:48])[C:45]([OH:47])=[O:46].[CH:1]1([CH2:7][NH:8][C:9]2[CH:14]=[CH:13][C:12]([S:15]([NH:18][C:19](=[O:20])[C:21]3[CH:26]=[CH:25][C:24]([N:27]4[CH2:32][CH2:31][NH:30][CH2:29][CH2:28]4)=[CH:23][CH:22]=3)(=[O:17])=[O:16])=[CH:11][C:10]=2[N+:40]([O-:42])=[O:41])[CH2:6][CH2:5][CH2:4][CH2:3][CH2:2]1. Given the reactants [CH:1]1([CH2:7][NH:8][C:9]2[CH:14]=[CH:13][C:12]([S:15]([NH:18][C:19]([C:21]3[CH:26]=[CH:25][C:24]([N:27]4[CH2:32][CH2:31][N:30](C(OC(C)(C)C)=O)[CH2:29][CH2:28]4)=[CH:23][CH:22]=3)=[O:20])(=[O:17])=[O:16])=[CH:11][C:10]=2[N+:40]([O-:42])=[O:41])[CH2:6][CH2:5][CH2:4][CH2:3][CH2:2]1.[F:43][C:44]([F:49])([F:48])[C:45]([OH:47])=[O:46], predict the reaction product.